Task: Predict the reaction yield, written as a fraction of the theoretical maximum amount of product (1.0 means a 100% yield; for example, 0.34 means a 34% yield).. Dataset: Reaction yield outcomes from USPTO patents with 853,638 reactions (1) The reactants are [CH3:1][NH:2][N:3]=[CH:4][C:5](=[O:7])[CH3:6].[Br:8][C:9]1[CH:10]=[C:11]([C:16](=O)[CH:17]=[O:18])[CH:12]=[CH:13][C:14]=1[F:15].C(Cl)(Cl)Cl.CCCCCC.C(OCC)(=O)C. The catalyst is C(O)(=O)C. The product is [Br:8][C:9]1[CH:10]=[C:11]([C:16]2[N:2]([CH3:1])[N:3]=[C:4]([C:5](=[O:7])[CH3:6])[C:17]=2[OH:18])[CH:12]=[CH:13][C:14]=1[F:15]. The yield is 0.0500. (2) The product is [CH3:5][S:6]([C:9]1[CH:14]=[CH:13][C:12]([C:15]2[N:16]=[CH:17][C:18]([OH:22])=[N:19][CH:20]=2)=[CH:11][CH:10]=1)(=[O:8])=[O:7]. The catalyst is OS(O)(=O)=O. The yield is 0.810. The reactants are N([O-])=O.[Na+].[CH3:5][S:6]([C:9]1[CH:14]=[CH:13][C:12]([C:15]2[N:16]=[CH:17][C:18](N)=[N:19][CH:20]=2)=[CH:11][CH:10]=1)(=[O:8])=[O:7].[O:22]=[N+]=O. (3) The reactants are [CH3:1][O:2][C:3]1[CH:4]=[C:5]2[C:10](=[CH:11][CH:12]=1)[C:9](=[O:13])[CH2:8][CH2:7][CH2:6]2.O.[C:15]([OH:19])(=[O:18])[CH:16]=[O:17]. The catalyst is CCOC(C)=O. The product is [OH:17][CH:16]([CH:8]1[CH2:7][CH2:6][C:5]2[C:10](=[CH:11][CH:12]=[C:3]([O:2][CH3:1])[CH:4]=2)[C:9]1=[O:13])[C:15]([OH:19])=[O:18]. The yield is 0.300. (4) The reactants are [CH:1]1[C:10]2[C:5](=[CH:6][CH:7]=[CH:8][CH:9]=2)[CH:4]=[CH:3][C:2]=1[CH:11]=[CH:12][C:13]([NH:15][C:16]1[CH:26]=[CH:25][C:19]([C:20]([O:22][CH2:23][CH3:24])=[O:21])=[CH:18][CH:17]=1)=[O:14].C1COCC1. The catalyst is CO. The product is [CH:1]1[C:10]2[C:5](=[CH:6][CH:7]=[CH:8][CH:9]=2)[CH:4]=[CH:3][C:2]=1[CH2:11][CH2:12][C:13]([NH:15][C:16]1[CH:17]=[CH:18][C:19]([C:20]([O:22][CH2:23][CH3:24])=[O:21])=[CH:25][CH:26]=1)=[O:14]. The yield is 0.790. (5) The reactants are C[O:2][C:3]([C:5]1[S:6][C:7]([C:28]2[CH:33]=[CH:32][CH:31]=[CH:30][CH:29]=2)=[CH:8][C:9]=1[N:10]([CH:20]1[CH2:25][CH2:24][N:23]([C:26]#[N:27])[CH2:22][CH2:21]1)[C:11]([CH:13]1[CH2:18][CH2:17][CH:16]([CH3:19])[CH2:15][CH2:14]1)=[O:12])=[O:4].O.O[Li].O. The catalyst is O1CCOCC1. The product is [C:26]([N:23]1[CH2:22][CH2:21][CH:20]([N:10]([C:11]([CH:13]2[CH2:14][CH2:15][CH:16]([CH3:19])[CH2:17][CH2:18]2)=[O:12])[C:9]2[CH:8]=[C:7]([C:28]3[CH:33]=[CH:32][CH:31]=[CH:30][CH:29]=3)[S:6][C:5]=2[C:3]([OH:4])=[O:2])[CH2:25][CH2:24]1)#[N:27]. The yield is 0.780.